From a dataset of Full USPTO retrosynthesis dataset with 1.9M reactions from patents (1976-2016). Predict the reactants needed to synthesize the given product. (1) The reactants are: [NH2:1][C:2]1[CH:3]=[C:4]([CH:8]=[CH:9][C:10]=1[O:11][C:12]([F:15])([F:14])[F:13])[C:5]([OH:7])=O.[Cl:16][C:17]1[N:22]=[CH:21][C:20]([NH2:23])=[CH:19][CH:18]=1.C(N(C(C)C)CC)(C)C. Given the product [NH2:1][C:2]1[CH:3]=[C:4]([CH:8]=[CH:9][C:10]=1[O:11][C:12]([F:15])([F:14])[F:13])[C:5]([NH:23][C:20]1[CH:21]=[N:22][C:17]([Cl:16])=[CH:18][CH:19]=1)=[O:7], predict the reactants needed to synthesize it. (2) Given the product [Cl:11][C:12]1[CH:13]=[C:14]([C:19]2([CH:25]([NH:26][S@@:27]([C:29]([CH3:32])([CH3:31])[CH3:30])=[O:28])[CH2:8][CH2:7][CH:2]3[O:3][CH2:4][CH2:5][CH2:6][O:1]3)[CH2:24][CH2:23][CH2:22][CH2:21][CH2:20]2)[CH:15]=[CH:16][C:17]=1[Cl:18], predict the reactants needed to synthesize it. The reactants are: [O:1]1[CH2:6][CH2:5][CH2:4][O:3][CH:2]1[CH2:7][CH2:8][Mg]Br.[Cl:11][C:12]1[CH:13]=[C:14]([C:19]2(/[CH:25]=[N:26]/[S@@:27]([C:29]([CH3:32])([CH3:31])[CH3:30])=[O:28])[CH2:24][CH2:23][CH2:22][CH2:21][CH2:20]2)[CH:15]=[CH:16][C:17]=1[Cl:18].[O-]S([O-])(=O)=O.[Na+].[Na+]. (3) Given the product [C:17]([CH:15]1[CH2:16][C:13]([N:11]2[CH:12]=[C:8]([C:6]3[CH:5]=[CH:4][N:3]=[C:2]([NH:22][C:23]4[CH:31]=[CH:30][C:26]([C:27]([OH:29])=[O:28])=[CH:25][CH:24]=4)[N:7]=3)[CH:9]=[N:10]2)([CH2:19][C:20]#[N:21])[CH2:14]1)#[N:18], predict the reactants needed to synthesize it. The reactants are: Cl[C:2]1[N:7]=[C:6]([C:8]2[CH:9]=[N:10][N:11]([C:13]3([CH2:19][C:20]#[N:21])[CH2:16][CH:15]([C:17]#[N:18])[CH2:14]3)[CH:12]=2)[CH:5]=[CH:4][N:3]=1.[NH2:22][C:23]1[CH:31]=[CH:30][C:26]([C:27]([OH:29])=[O:28])=[CH:25][CH:24]=1.C1(C)C=CC(S(O)(=O)=O)=CC=1. (4) Given the product [NH2:20][C:17]1[CH:16]=[CH:15][C:14]([C:10]2[CH:9]=[C:8]3[C:13]([C:5]([C:3]([NH:2][CH3:1])=[O:4])=[N:6][NH:7]3)=[CH:12][CH:11]=2)=[CH:19][CH:18]=1, predict the reactants needed to synthesize it. The reactants are: [CH3:1][NH:2][C:3]([C:5]1[C:13]2[C:8](=[CH:9][C:10]([C:14]3[CH:19]=[CH:18][C:17]([N+:20]([O-])=O)=[CH:16][CH:15]=3)=[CH:11][CH:12]=2)[NH:7][N:6]=1)=[O:4].Cl[Sn]Cl.C(=O)(O)[O-].[Na+]. (5) Given the product [F:1][C:2]1[CH:7]=[CH:6][C:5]([C:8]2[C:16]3[C:15]([CH2:17][CH2:18][CH2:19][CH2:20][O:21][C:22]4[CH:23]=[N:24][CH:25]=[C:26]([CH:31]=4)[C:27]([NH:33][CH3:32])=[O:28])=[N:14][CH:13]=[N:12][C:11]=3[S:10][CH:9]=2)=[CH:4][CH:3]=1, predict the reactants needed to synthesize it. The reactants are: [F:1][C:2]1[CH:7]=[CH:6][C:5]([C:8]2[C:16]3[C:15]([CH2:17][CH2:18][CH2:19][CH2:20][O:21][C:22]4[CH:23]=[N:24][CH:25]=[C:26]([CH:31]=4)[C:27](OC)=[O:28])=[N:14][CH:13]=[N:12][C:11]=3[S:10][CH:9]=2)=[CH:4][CH:3]=1.[CH3:32][NH2:33]. (6) Given the product [F:46][C:2]([F:47])([F:1])[C:3]1[CH:4]=[C:5]([C@H:13]([N:15]([CH3:45])[C:16]([N:18]2[CH2:23][CH2:22][C@@:21]3([NH:24][C:33](=[O:35])[CH2:32][CH:27]3[C:28]([O:30][CH3:31])=[O:29])[CH2:20][C@@H:19]2[C:37]2[CH:42]=[CH:41][C:40]([F:43])=[CH:39][C:38]=2[CH3:44])=[O:17])[CH3:14])[CH:6]=[C:7]([C:9]([F:10])([F:12])[F:11])[CH:8]=1, predict the reactants needed to synthesize it. The reactants are: [F:1][C:2]([F:47])([F:46])[C:3]1[CH:4]=[C:5]([C@H:13]([N:15]([CH3:45])[C:16]([N:18]2[CH2:23][CH2:22][C@@:21]([CH:27]([CH2:32][C:33]([O:35]C)=O)[C:28]([O:30][CH3:31])=[O:29])([N+:24]([O-])=O)[CH2:20][C@@H:19]2[C:37]2[CH:42]=[CH:41][C:40]([F:43])=[CH:39][C:38]=2[CH3:44])=[O:17])[CH3:14])[CH:6]=[C:7]([C:9]([F:12])([F:11])[F:10])[CH:8]=1.